From a dataset of NCI-60 drug combinations with 297,098 pairs across 59 cell lines. Regression. Given two drug SMILES strings and cell line genomic features, predict the synergy score measuring deviation from expected non-interaction effect. Drug 1: CCC(=C(C1=CC=CC=C1)C2=CC=C(C=C2)OCCN(C)C)C3=CC=CC=C3.C(C(=O)O)C(CC(=O)O)(C(=O)O)O. Drug 2: COC1=C2C(=CC3=C1OC=C3)C=CC(=O)O2. Cell line: MCF7. Synergy scores: CSS=20.2, Synergy_ZIP=-3.93, Synergy_Bliss=-0.908, Synergy_Loewe=-6.03, Synergy_HSA=0.442.